From a dataset of Full USPTO retrosynthesis dataset with 1.9M reactions from patents (1976-2016). Predict the reactants needed to synthesize the given product. (1) Given the product [CH3:14][C:3]1[CH:4]=[C:5]([C:8]2[O:9][C:10]([CH3:13])=[N:11][N:12]=2)[CH:6]=[CH:7][C:2]=1[C:17]1[C:16]([CH3:15])=[CH:21][CH:20]=[C:19]([NH:22][C:23]([C:25]2[CH:30]=[CH:29][N:28]=[C:27]([N:31]3[CH2:32][CH2:33][CH2:34][CH2:35]3)[CH:26]=2)=[O:24])[CH:18]=1, predict the reactants needed to synthesize it. The reactants are: Br[C:2]1[CH:7]=[CH:6][C:5]([C:8]2[O:9][C:10]([CH3:13])=[N:11][N:12]=2)=[CH:4][C:3]=1[CH3:14].[CH3:15][C:16]1[CH:21]=[CH:20][C:19]([NH:22][C:23]([C:25]2[CH:30]=[CH:29][N:28]=[C:27]([N:31]3[CH2:35][CH2:34][CH2:33][CH2:32]3)[CH:26]=2)=[O:24])=[CH:18][C:17]=1B1OC(C)(C)C(C)(C)O1. (2) Given the product [OH:39][CH2:37][CH2:38][C:8]1[CH:9]=[CH:10][CH:11]=[C:12]2[C:7]=1/[C:6](=[CH:14]/[C:16]1[NH:20][C:19]3[CH2:21][CH2:22][CH2:23][CH2:24][CH2:25][C:18]=3[C:17]=1[CH2:26][CH2:27][C:28]([OH:30])=[O:29])/[C:5](=[O:13])[NH:4]2, predict the reactants needed to synthesize it. The reactants are: OCC[N:4]1[C:12]2[C:7](=[CH:8][CH:9]=[CH:10][CH:11]=2)[CH2:6][C:5]1=[O:13].[CH:14]([C:16]1[NH:20][C:19]2[CH2:21][CH2:22][CH2:23][CH2:24][CH2:25][C:18]=2[C:17]=1[CH2:26][CH2:27][C:28]([OH:30])=[O:29])=O.N1CCCCC1.[CH2:37]([OH:39])[CH3:38]. (3) Given the product [Br:1][C:2]1[CH:3]=[CH:4][C:5]([N:8]2[CH2:9][CH2:10][N:11]([C:14]([O:16][CH2:17][C:18]([NH:24][CH3:23])=[O:20])=[O:15])[CH2:12][CH2:13]2)=[N:6][CH:7]=1, predict the reactants needed to synthesize it. The reactants are: [Br:1][C:2]1[CH:3]=[CH:4][C:5]([N:8]2[CH2:13][CH2:12][N:11]([C:14]([O:16][CH2:17][C:18]([O:20]CC)=O)=[O:15])[CH2:10][CH2:9]2)=[N:6][CH:7]=1.[CH3:23][NH2:24].C(OC(C)C)(C)C. (4) The reactants are: Cl[C:2]1[CH:7]=[C:6]([O:8][CH2:9][CH:10]([CH3:12])[CH3:11])[N:5]=[CH:4][N:3]=1.[F:13][C:14]1[CH:15]=[C:16]([CH:26]=[CH:27][C:28]=1[CH3:29])[C:17]([N:19]1[CH2:24][CH2:23][NH:22][C:21](=[O:25])[CH2:20]1)=[O:18].CC1(C)C2C(=C(P(C3C=CC=CC=3)C3C=CC=CC=3)C=CC=2)OC2C(P(C3C=CC=CC=3)C3C=CC=CC=3)=CC=CC1=2.P([O-])([O-])([O-])=O.[K+].[K+].[K+]. Given the product [F:13][C:14]1[CH:15]=[C:16]([CH:26]=[CH:27][C:28]=1[CH3:29])[C:17]([N:19]1[CH2:24][CH2:23][N:22]([C:2]2[CH:7]=[C:6]([O:8][CH2:9][CH:10]([CH3:12])[CH3:11])[N:5]=[CH:4][N:3]=2)[C:21](=[O:25])[CH2:20]1)=[O:18], predict the reactants needed to synthesize it. (5) Given the product [NH2:23][C@H:24]([CH2:27][OH:28])[C:25]([NH:13][C:12]1[CH:11]=[CH:10][C:9]([CH2:1][CH2:2][CH2:3][CH2:4][CH2:5][CH2:6][CH2:7][CH3:8])=[CH:15][CH:14]=1)=[O:26], predict the reactants needed to synthesize it. The reactants are: [CH2:1]([C:9]1[CH:15]=[CH:14][C:12]([NH2:13])=[CH:11][CH:10]=1)[CH2:2][CH2:3][CH2:4][CH2:5][CH2:6][CH2:7][CH3:8].C(OC([NH:23][C@@H:24]([C:27](O)=[O:28])[CH2:25][OH:26])=O)(C)(C)C. (6) Given the product [CH:15]1([C:13]([OH:14])([C:11]#[C:10][Si:6]([CH3:9])([CH3:8])[CH3:7])[CH3:12])[CH2:17][CH2:16]1, predict the reactants needed to synthesize it. The reactants are: [Li]CCCC.[Si:6]([C:10]#[CH:11])([CH3:9])([CH3:8])[CH3:7].[CH3:12][C:13]([CH:15]1[CH2:17][CH2:16]1)=[O:14]. (7) Given the product [F:19][C:20]1[CH:25]=[C:24]([F:26])[CH:23]=[CH:22][C:21]=1[CH2:27][NH:28][C:29]([C:31]1[C:32](=[O:47])[C:33]([O:46][CH2:2][O:3][C:4]([O:6][CH2:7][C:8]([O:10][CH2:11][C:12]2[CH:17]=[CH:16][CH:15]=[CH:14][CH:13]=2)=[O:9])=[O:5])=[C:34]2[C:39](=[O:40])[N:38]3[C@@H:41]([CH3:44])[CH2:42][O:43][C@@H:37]3[CH2:36][N:35]2[CH:45]=1)=[O:30], predict the reactants needed to synthesize it. The reactants are: I[CH2:2][O:3][C:4]([O:6][CH2:7][C:8]([O:10][CH2:11][C:12]1[CH:17]=[CH:16][CH:15]=[CH:14][CH:13]=1)=[O:9])=[O:5].[Na].[F:19][C:20]1[CH:25]=[C:24]([F:26])[CH:23]=[CH:22][C:21]=1[CH2:27][NH:28][C:29]([C:31]1[C:32](=[O:47])[C:33]([OH:46])=[C:34]2[C:39](=[O:40])[N:38]3[C@@H:41]([CH3:44])[CH2:42][O:43][C@@H:37]3[CH2:36][N:35]2[CH:45]=1)=[O:30].C(=O)([O-])[O-].[K+].[K+]. (8) Given the product [CH:1]1([NH:4][C:5](=[O:31])[C:6]2[CH:11]=[C:10]([F:12])[C:9]([CH3:13])=[C:8]([C:14]3[CH:15]=[C:16]4[C:21](=[CH:22][CH:23]=3)[C:20](=[O:24])[N:19]([CH2:25][CH:26]3[CH2:27][CH2:28]3)[CH:18]=[C:17]4[CH2:29][N:38]3[CH2:37][CH2:36][NH:35][C@H:34]([CH2:33][OH:32])[CH2:39]3)[CH:7]=2)[CH2:2][CH2:3]1, predict the reactants needed to synthesize it. The reactants are: [CH:1]1([NH:4][C:5](=[O:31])[C:6]2[CH:11]=[C:10]([F:12])[C:9]([CH3:13])=[C:8]([C:14]3[CH:15]=[C:16]4[C:21](=[CH:22][CH:23]=3)[C:20](=[O:24])[N:19]([CH2:25][CH:26]3[CH2:28][CH2:27]3)[CH:18]=[C:17]4[CH:29]=O)[CH:7]=2)[CH2:3][CH2:2]1.[OH:32][CH2:33][C@@H:34]1[CH2:39][NH:38][CH2:37][CH2:36][N:35]1C(OC(C)(C)C)=O. (9) The reactants are: [CH:1]1[C:13]2[CH:12]([CH2:14][O:15][C:16]([NH:18][C@H:19]([C:25]([OH:27])=[O:26])[CH2:20][CH2:21][CH2:22][CH2:23][NH2:24])=[O:17])[C:11]3[C:6](=[CH:7][CH:8]=[CH:9][CH:10]=3)[C:5]=2[CH:4]=[CH:3][CH:2]=1.[C:28]1([S:38](Cl)(=[O:40])=[O:39])[C:37]2[C:32](=[CH:33][CH:34]=[CH:35][CH:36]=2)[CH:31]=[CH:30][CH:29]=1. Given the product [C:28]1([S:38]([NH:24][CH2:23][CH2:22][CH2:21][CH2:20][C@@H:19]([C:25]([OH:27])=[O:26])[NH:18][C:16]([O:15][CH2:14][CH:12]2[C:11]3[CH:10]=[CH:9][CH:8]=[CH:7][C:6]=3[C:5]3[C:13]2=[CH:1][CH:2]=[CH:3][CH:4]=3)=[O:17])(=[O:40])=[O:39])[C:37]2[C:32](=[CH:33][CH:34]=[CH:35][CH:36]=2)[CH:31]=[CH:30][CH:29]=1, predict the reactants needed to synthesize it. (10) Given the product [CH3:35][O:34][C:24]1[CH:25]=[C:26]([CH2:29][C:30]([O:32][CH3:33])=[O:31])[CH:27]=[CH:28][C:23]=1[O:12][S:9]([C:8]([F:21])([F:20])[F:7])(=[O:11])=[O:10], predict the reactants needed to synthesize it. The reactants are: N1C=CC=CC=1.[F:7][C:8]([F:21])([F:20])[S:9]([O:12]S(C(F)(F)F)(=O)=O)(=[O:11])=[O:10].O[C:23]1[CH:28]=[CH:27][C:26]([CH2:29][C:30]([O:32][CH3:33])=[O:31])=[CH:25][C:24]=1[O:34][CH3:35].O.